This data is from TCR-epitope binding with 47,182 pairs between 192 epitopes and 23,139 TCRs. The task is: Binary Classification. Given a T-cell receptor sequence (or CDR3 region) and an epitope sequence, predict whether binding occurs between them. (1) The epitope is VLAWLYAAV. The TCR CDR3 sequence is CASSYAGQGRGNTDTQYF. Result: 0 (the TCR does not bind to the epitope). (2) The epitope is FLNGSCGSV. The TCR CDR3 sequence is CASSRETGVNTEAFF. Result: 1 (the TCR binds to the epitope). (3) The epitope is TSDLATNNLVVMAY. The TCR CDR3 sequence is CSVQGSDTEAFF. Result: 1 (the TCR binds to the epitope). (4) The epitope is ALSKGVHFV. The TCR CDR3 sequence is CASSPQGVSDTQYF. Result: 1 (the TCR binds to the epitope). (5) The epitope is KTWGQYWQV. The TCR CDR3 sequence is CASSYWPGQTYEQYF. Result: 0 (the TCR does not bind to the epitope). (6) The epitope is KTWGQYWQV. The TCR CDR3 sequence is CASSLEGGGYEQYF. Result: 0 (the TCR does not bind to the epitope). (7) The epitope is FLNGSCGSV. The TCR CDR3 sequence is CSVGEYGNTIYF. Result: 1 (the TCR binds to the epitope).